From a dataset of Catalyst prediction with 721,799 reactions and 888 catalyst types from USPTO. Predict which catalyst facilitates the given reaction. Reactant: [CH2:1]([O:3][C:4](=[O:28])[NH:5][C@H:6]1[C@@H:15]([CH2:16][C:17]2[CH:22]=[CH:21][CH:20]=[CH:19][CH:18]=2)[C:14]2[C:9](=[CH:10][CH:11]=[C:12]([N:23]3[CH2:26][CH:25]([NH2:27])[CH2:24]3)[CH:13]=2)[O:8][CH2:7]1)[CH3:2].[CH2:29]([S:32](Cl)(=[O:34])=[O:33])[CH2:30][CH3:31]. Product: [CH2:1]([O:3][C:4](=[O:28])[NH:5][C@H:6]1[C@@H:15]([CH2:16][C:17]2[CH:22]=[CH:21][CH:20]=[CH:19][CH:18]=2)[C:14]2[C:9](=[CH:10][CH:11]=[C:12]([N:23]3[CH2:26][CH:25]([NH:27][S:32]([CH2:29][CH2:30][CH3:31])(=[O:34])=[O:33])[CH2:24]3)[CH:13]=2)[O:8][CH2:7]1)[CH3:2]. The catalyst class is: 172.